From a dataset of Full USPTO retrosynthesis dataset with 1.9M reactions from patents (1976-2016). Predict the reactants needed to synthesize the given product. (1) Given the product [Cl:16][C:17]1[N:18]=[C:19]([NH:15][C:5]2[CH:6]=[CH:7][C:8]([N:9]3[CH:13]=[C:12]([CH3:14])[N:11]=[CH:10]3)=[C:3]([O:2][CH3:1])[CH:4]=2)[CH:20]=[CH:21][CH:22]=1, predict the reactants needed to synthesize it. The reactants are: [CH3:1][O:2][C:3]1[CH:4]=[C:5]([NH2:15])[CH:6]=[CH:7][C:8]=1[N:9]1[CH:13]=[C:12]([CH3:14])[N:11]=[CH:10]1.[Cl:16][C:17]1[CH:22]=[CH:21][CH:20]=[C:19](Cl)[N:18]=1. (2) Given the product [C:1]([O:5][C:6]([N:8]1[CH2:13][CH2:12][N:11]([C:23]([O:25][CH2:26][C:27]2[CH:32]=[CH:31][CH:30]=[CH:29][CH:28]=2)=[O:24])[CH:10]([C:14]([OH:16])=[O:15])[CH2:9]1)=[O:7])([CH3:4])([CH3:2])[CH3:3], predict the reactants needed to synthesize it. The reactants are: [C:1]([O:5][C:6]([N:8]1[CH2:13][CH2:12][NH:11][CH:10]([C:14]([OH:16])=[O:15])[CH2:9]1)=[O:7])([CH3:4])([CH3:3])[CH3:2].C(=O)(O)[O-].[Na+].Cl[C:23]([O:25][CH2:26][C:27]1[CH:32]=[CH:31][CH:30]=[CH:29][CH:28]=1)=[O:24]. (3) Given the product [Si:10]([O:22][CH2:21][CH2:20][NH:19][CH3:18])([C:13]([CH3:16])([CH3:15])[CH3:14])([CH3:12])[CH3:11], predict the reactants needed to synthesize it. The reactants are: CCN(C(C)C)C(C)C.[Si:10](Cl)([C:13]([CH3:16])([CH3:15])[CH3:14])([CH3:12])[CH3:11].[CH3:18][NH:19][CH2:20][CH2:21][OH:22].C(OCC)C. (4) Given the product [CH3:1][C:2]1[CH:7]=[CH:6][C:5]([S:26][C:22]2[CH:21]=[C:20]([NH2:19])[CH:25]=[CH:24][CH:23]=2)=[C:4]([N+:16]([O-:18])=[O:17])[CH:3]=1, predict the reactants needed to synthesize it. The reactants are: [CH3:1][C:2]1[CH:7]=[CH:6][C:5](OS(C(F)(F)F)(=O)=O)=[C:4]([N+:16]([O-:18])=[O:17])[CH:3]=1.[NH2:19][C:20]1[CH:21]=[C:22]([SH:26])[CH:23]=[CH:24][CH:25]=1.C([O-])([O-])=O.[K+].[K+]. (5) Given the product [CH2:5]([N:12]1[CH2:16][CH:15]2[C:17](=[O:28])[CH:18]=[C:19]([C:20]3[CH:21]=[CH:22][C:23]([OH:26])=[CH:24][CH:25]=3)[CH:14]2[CH2:13]1)[C:6]1[CH:7]=[CH:8][CH:9]=[CH:10][CH:11]=1, predict the reactants needed to synthesize it. The reactants are: B(Br)(Br)Br.[CH2:5]([N:12]1[CH2:16][CH:15]2[C:17](=[O:28])[CH:18]=[C:19]([C:20]3[CH:25]=[CH:24][C:23]([O:26]C)=[CH:22][CH:21]=3)[CH:14]2[CH2:13]1)[C:6]1[CH:11]=[CH:10][CH:9]=[CH:8][CH:7]=1.